Task: Predict the reaction yield, written as a fraction of the theoretical maximum amount of product (1.0 means a 100% yield; for example, 0.34 means a 34% yield).. Dataset: Reaction yield outcomes from USPTO patents with 853,638 reactions (1) The reactants are CC1(C)[O:7][CH2:6][C:5]([NH:31]C(=O)OC(C)(C)C)([C:8]2[O:9][C:10]3[CH:16]=[CH:15][C:14]([C:17]4[N:21]=[C:20]([C:22]5[CH:27]=[CH:26][C:25]([CH2:28][CH2:29][CH3:30])=[CH:24][CH:23]=5)[O:19][N:18]=4)=[CH:13][C:11]=3[CH:12]=2)[CH2:4][O:3]1.ClC1C=C(C2ON=C(C3C=CC4OC(C5(NC(=O)OC(C)(C)C)COC(C)(C)OC5)=CC=4C=3)N=2)C=CC=1OCCC. No catalyst specified. The product is [NH2:31][C:5]([C:8]1[O:9][C:10]2[CH:16]=[CH:15][C:14]([C:17]3[N:21]=[C:20]([C:22]4[CH:23]=[CH:24][C:25]([CH2:28][CH2:29][CH3:30])=[CH:26][CH:27]=4)[O:19][N:18]=3)=[CH:13][C:11]=2[CH:12]=1)([CH2:6][OH:7])[CH2:4][OH:3]. The yield is 0.280. (2) The reactants are S(O[CH2:12][CH2:13][O:14][CH2:15][CH2:16][O:17][CH2:18][CH2:19][O:20][CH2:21][CH2:22][C:23]([O:25][CH3:26])=[O:24])(C1C=CC(C)=CC=1)(=O)=O.[NH2:27][C:28]1[CH:29]=[C:30]([CH2:36][OH:37])[CH:31]=[C:32]([CH2:34][OH:35])[CH:33]=1.C(=O)([O-])[O-].[K+].[K+]. The catalyst is CN(C=O)C. The product is [OH:35][CH2:34][C:32]1[CH:33]=[C:28]([NH:27][CH2:12][CH2:13][O:14][CH2:15][CH2:16][O:17][CH2:18][CH2:19][O:20][CH2:21][CH2:22][C:23]([O:25][CH3:26])=[O:24])[CH:29]=[C:30]([CH2:36][OH:37])[CH:31]=1. The yield is 0.250.